From a dataset of NCI-60 drug combinations with 297,098 pairs across 59 cell lines. Regression. Given two drug SMILES strings and cell line genomic features, predict the synergy score measuring deviation from expected non-interaction effect. Drug 1: CN(C)C1=NC(=NC(=N1)N(C)C)N(C)C. Drug 2: CCC(=C(C1=CC=CC=C1)C2=CC=C(C=C2)OCCN(C)C)C3=CC=CC=C3.C(C(=O)O)C(CC(=O)O)(C(=O)O)O. Cell line: HOP-62. Synergy scores: CSS=-7.35, Synergy_ZIP=10.3, Synergy_Bliss=4.15, Synergy_Loewe=-3.40, Synergy_HSA=-2.79.